Dataset: Peptide-MHC class II binding affinity with 134,281 pairs from IEDB. Task: Regression. Given a peptide amino acid sequence and an MHC pseudo amino acid sequence, predict their binding affinity value. This is MHC class II binding data. (1) The binding affinity (normalized) is 0.538. The MHC is HLA-DQA10102-DQB10602 with pseudo-sequence HLA-DQA10102-DQB10602. The peptide sequence is VTVDAAVLAAIDADA. (2) The peptide sequence is IQDLEKYVEDTKIDL. The MHC is DRB1_1302 with pseudo-sequence DRB1_1302. The binding affinity (normalized) is 0.177.